This data is from Full USPTO retrosynthesis dataset with 1.9M reactions from patents (1976-2016). The task is: Predict the reactants needed to synthesize the given product. (1) Given the product [CH:1]1([C:4]([O:6][C@@H:7]2[C@@H:15]([CH2:16][CH2:17][CH:18]([CH3:20])[CH3:19])[C@H:14]([CH3:21])[O:13][C:12](=[O:22])[C@@H:11]([NH:23][C:24](=[O:34])[C:25]3[C:30]([O:31][C:35](=[O:37])[CH3:36])=[C:29]([O:32][CH3:33])[CH:28]=[CH:27][N:26]=3)[CH2:10][O:9][CH2:8]2)=[O:5])[CH2:2][CH2:3]1, predict the reactants needed to synthesize it. The reactants are: [CH:1]1([C:4]([O:6][C@@H:7]2[C@@H:15]([CH2:16][CH2:17][CH:18]([CH3:20])[CH3:19])[C@H:14]([CH3:21])[O:13][C:12](=[O:22])[C@@H:11]([NH:23][C:24](=[O:34])[C:25]3[C:30]([OH:31])=[C:29]([O:32][CH3:33])[CH:28]=[CH:27][N:26]=3)[CH2:10][O:9][CH2:8]2)=[O:5])[CH2:3][CH2:2]1.[C:35](Cl)(=[O:37])[CH3:36]. (2) Given the product [Cl:4][C:5]1[N:6]=[C:7]2[CH:15]=[CH:14][C:13]([Cl:16])=[N:12][C:8]2=[N:9][C:10]=1[NH:2][NH2:3], predict the reactants needed to synthesize it. The reactants are: O.[NH2:2][NH2:3].[Cl:4][C:5]1[N:6]=[C:7]2[CH:15]=[CH:14][C:13]([Cl:16])=[N:12][C:8]2=[N:9][C:10]=1Cl.CCO. (3) Given the product [Br:18][C:19]1[S:20][C:21]([I:11])=[CH:22][C:23]=1[CH2:24][CH2:25][CH2:26][CH2:27][CH2:28][CH3:29], predict the reactants needed to synthesize it. The reactants are: II.C(O)(=O)C.C(O)(=O)C.[I:11]C1C=CC=CC=1.[Br:18][C:19]1[S:20][CH:21]=[CH:22][C:23]=1[CH2:24][CH2:25][CH2:26][CH2:27][CH2:28][CH3:29].[O-]S([O-])(=S)=O.[Na+].[Na+]. (4) Given the product [F:44][C:41]1[CH:42]=[CH:43][C:38]([C:31]2[C:30]3[C:34](=[CH:35][CH:36]=[CH:37][C:29]=3[O:17][C@H:18]([C:22]3[CH:27]=[CH:26][CH:25]=[CH:24][CH:23]=3)[C@@H:19]([NH2:21])[CH3:20])[NH:33][N:32]=2)=[CH:39][CH:40]=1, predict the reactants needed to synthesize it. The reactants are: FC1C=CC(N2C3C(=CC=CC=3)C([O:17][C@H:18]([C:22]3[CH:27]=[CH:26][CH:25]=[CH:24][CH:23]=3)[C@@H:19]([NH2:21])[CH3:20])=N2)=CC=1.I[C:29]1[CH:37]=[CH:36][CH:35]=[C:34]2[C:30]=1[C:31]([C:38]1[CH:43]=[CH:42][C:41]([F:44])=[CH:40][CH:39]=1)=[N:32][NH:33]2.C[C@H](N)[C@H](O)C1C=CC=CC=1. (5) Given the product [CH3:11][C:10]1[C:5]2[CH:4]=[N:3][C:2]([NH:37][C:34]3[CH:35]=[CH:36][C:31]([N:28]4[CH2:27][CH2:26][NH:25][CH2:30][CH2:29]4)=[CH:32][N:33]=3)=[N:7][C:6]=2[N:8]([C:12]2[CH:17]=[CH:16][CH:15]=[CH:14][N:13]=2)[CH:9]=1, predict the reactants needed to synthesize it. The reactants are: Cl[C:2]1[N:3]=[CH:4][C:5]2[C:10]([CH3:11])=[CH:9][N:8]([C:12]3[CH:17]=[CH:16][CH:15]=[CH:14][N:13]=3)[C:6]=2[N:7]=1.C(OC([N:25]1[CH2:30][CH2:29][N:28]([C:31]2[CH:32]=[N:33][C:34]([NH2:37])=[CH:35][CH:36]=2)[CH2:27][CH2:26]1)=O)(C)(C)C.C1C=CC(P(C2C(C3C(P(C4C=CC=CC=4)C4C=CC=CC=4)=CC=C4C=3C=CC=C4)=C3C(C=CC=C3)=CC=2)C2C=CC=CC=2)=CC=1.CC(C)([O-])C.[Na+].